This data is from Forward reaction prediction with 1.9M reactions from USPTO patents (1976-2016). The task is: Predict the product of the given reaction. (1) Given the reactants [OH:1][C:2]1[CH:3]=[N:4][C:5]([NH:8][C:9]2[CH:14]=[CH:13][C:12]([C@H:15]3[O:20][CH2:19][CH2:18][N:17]([C:21]([O:23][C:24]([CH3:27])([CH3:26])[CH3:25])=[O:22])[CH2:16]3)=[CH:11][CH:10]=2)=[N:6][CH:7]=1.C([O-])([O-])=O.[K+].[K+].CN(C=O)C.Cl[C:40]([F:47])([F:46])C(OCC)=O, predict the reaction product. The product is: [F:46][CH:40]([F:47])[O:1][C:2]1[CH:7]=[N:6][C:5]([NH:8][C:9]2[CH:10]=[CH:11][C:12]([C@H:15]3[O:20][CH2:19][CH2:18][N:17]([C:21]([O:23][C:24]([CH3:27])([CH3:26])[CH3:25])=[O:22])[CH2:16]3)=[CH:13][CH:14]=2)=[N:4][CH:3]=1. (2) Given the reactants [Cl:1][C:2]1[CH:3]=[C:4]([NH:10][C@H:11]([CH2:20][NH:21][S:22]([C:25]2[CH:30]=[CH:29][CH:28]=[CH:27][C:26]=2[N+:31]([O-:33])=[O:32])(=[O:24])=[O:23])[CH2:12][C:13]([O:15][C:16]([CH3:19])([CH3:18])[CH3:17])=[O:14])[CH:5]=[CH:6][C:7]=1[C:8]#[N:9].[CH2:34](I)[CH3:35].C([O-])([O-])=O.[K+].[K+], predict the reaction product. The product is: [Cl:1][C:2]1[CH:3]=[C:4]([NH:10][C@H:11]([CH2:20][N:21]([CH2:34][CH3:35])[S:22]([C:25]2[CH:30]=[CH:29][CH:28]=[CH:27][C:26]=2[N+:31]([O-:33])=[O:32])(=[O:23])=[O:24])[CH2:12][C:13]([O:15][C:16]([CH3:18])([CH3:19])[CH3:17])=[O:14])[CH:5]=[CH:6][C:7]=1[C:8]#[N:9]. (3) Given the reactants [NH:1]1[CH2:11][CH2:10][CH2:9][C@H:3]([C:4]([O:6][CH2:7][CH3:8])=[O:5])[CH2:2]1.[C:12](O[C:12]([O:14][C:15]([CH3:18])([CH3:17])[CH3:16])=[O:13])([O:14][C:15]([CH3:18])([CH3:17])[CH3:16])=[O:13], predict the reaction product. The product is: [N:1]1([C:12]([O:14][C:15]([CH3:18])([CH3:17])[CH3:16])=[O:13])[CH2:11][CH2:10][CH2:9][C@H:3]([C:4]([O:6][CH2:7][CH3:8])=[O:5])[CH2:2]1.